From a dataset of Reaction yield outcomes from USPTO patents with 853,638 reactions. Predict the reaction yield, written as a fraction of the theoretical maximum amount of product (1.0 means a 100% yield; for example, 0.34 means a 34% yield). The reactants are [CH3:1][CH:2]([CH3:16])[CH2:3][C:4]([C:6]1[CH:15]=[CH:14][C:9]([C:10]([O:12][CH3:13])=[O:11])=[CH:8][N:7]=1)=O.[F:17][C:18]([F:33])([F:32])[C:19]1[CH:24]=[CH:23][C:22]([C:25]2[CH:30]=[CH:29][C:28]([NH2:31])=[CH:27][CH:26]=2)=[CH:21][CH:20]=1.O.C1(C)C=CC(S(O)(=O)=O)=CC=1.C([BH3-])#N.[Na+]. The catalyst is COCCOC.CO.C(O)(=O)C. The product is [CH3:1][CH:2]([CH3:16])[CH2:3][CH:4]([C:6]1[CH:15]=[CH:14][C:9]([C:10]([O:12][CH3:13])=[O:11])=[CH:8][N:7]=1)[NH:31][C:28]1[CH:29]=[CH:30][C:25]([C:22]2[CH:23]=[CH:24][C:19]([C:18]([F:17])([F:32])[F:33])=[CH:20][CH:21]=2)=[CH:26][CH:27]=1. The yield is 0.150.